Predict which catalyst facilitates the given reaction. From a dataset of Catalyst prediction with 721,799 reactions and 888 catalyst types from USPTO. Reactant: [F:1][C:2]1[CH:8]=[CH:7][C:5]([NH2:6])=[CH:4][CH:3]=1.[C:9]([O:17][C:18]1[CH:25]=[CH:24][C:21]([CH:22]=O)=[CH:20][CH:19]=1)(=[O:16])[C:10]1[CH:15]=[CH:14][CH:13]=[CH:12][CH:11]=1. Product: [F:1][C:2]1[CH:8]=[CH:7][C:5]([N:6]=[CH:22][C:21]2[CH:20]=[CH:19][C:18]([O:17][C:9](=[O:16])[C:10]3[CH:11]=[CH:12][CH:13]=[CH:14][CH:15]=3)=[CH:25][CH:24]=2)=[CH:4][CH:3]=1. The catalyst class is: 13.